Regression. Given a peptide amino acid sequence and an MHC pseudo amino acid sequence, predict their binding affinity value. This is MHC class I binding data. From a dataset of Peptide-MHC class I binding affinity with 185,985 pairs from IEDB/IMGT. (1) The MHC is H-2-Kb with pseudo-sequence H-2-Kb. The binding affinity (normalized) is 0.748. The peptide sequence is TAWDFGSL. (2) The peptide sequence is YHDPETAAA. The MHC is HLA-A03:01 with pseudo-sequence HLA-A03:01. The binding affinity (normalized) is 0.213. (3) The peptide sequence is IPQSLDSYWTSL. The MHC is Patr-B1301 with pseudo-sequence Patr-B1301. The binding affinity (normalized) is 0.983. (4) The peptide sequence is SFKLILAEY. The MHC is HLA-A03:01 with pseudo-sequence HLA-A03:01. The binding affinity (normalized) is 0. (5) The peptide sequence is LPGPQVTAVLLHEES. The MHC is HLA-A02:01 with pseudo-sequence HLA-A02:01. The binding affinity (normalized) is 0.